This data is from Forward reaction prediction with 1.9M reactions from USPTO patents (1976-2016). The task is: Predict the product of the given reaction. (1) The product is: [N:31]1[CH:32]=[CH:33][CH:34]=[CH:35][C:30]=1[C:29]#[C:28][C:15]1[C:14]2[C:18](=[CH:19][C:11]([NH:10][C:5]3[CH:6]=[CH:7][CH:8]=[CH:9][C:4]=3[C:3]([OH:36])=[O:2])=[CH:12][CH:13]=2)[N:17]([CH2:20][O:21][CH2:22][CH2:23][Si:24]([CH3:26])([CH3:25])[CH3:27])[N:16]=1. Given the reactants C[O:2][C:3](=[O:36])[C:4]1[CH:9]=[CH:8][CH:7]=[CH:6][C:5]=1[NH:10][C:11]1[CH:19]=[C:18]2[C:14]([C:15]([C:28]#[C:29][C:30]3[CH:35]=[CH:34][CH:33]=[CH:32][N:31]=3)=[N:16][N:17]2[CH2:20][O:21][CH2:22][CH2:23][Si:24]([CH3:27])([CH3:26])[CH3:25])=[CH:13][CH:12]=1.[OH-].[Na+].CO.O, predict the reaction product. (2) Given the reactants Cl[C:2]1[CH:3]=[C:4]([C:16]([NH:18][CH2:19][C:20]2[C:21](=[O:28])[NH:22][C:23]([CH3:27])=[CH:24][C:25]=2[CH3:26])=[O:17])[C:5]2[C:10]([CH3:11])=[N:9][N:8]([C:12]([CH3:15])([CH3:14])[CH3:13])[C:6]=2[N:7]=1.[CH3:29][N:30]1[CH2:35][CH2:34][N:33]([C:36]2[CH:41]=[CH:40][C:39](B3OC(C)(C)C(C)(C)O3)=[CH:38][N:37]=2)[CH2:32][CH2:31]1.COCCOC.C(=O)([O-])[O-].[Na+].[Na+], predict the reaction product. The product is: [CH3:14][C:12]([N:8]1[C:6]2[N:7]=[C:2]([C:39]3[CH:38]=[N:37][C:36]([N:33]4[CH2:32][CH2:31][N:30]([CH3:29])[CH2:35][CH2:34]4)=[CH:41][CH:40]=3)[CH:3]=[C:4]([C:16]([NH:18][CH2:19][C:20]3[C:21](=[O:28])[NH:22][C:23]([CH3:27])=[CH:24][C:25]=3[CH3:26])=[O:17])[C:5]=2[C:10]([CH3:11])=[N:9]1)([CH3:15])[CH3:13]. (3) Given the reactants [CH:1]1([C:4]2[C:12]3[C:7](=[N:8][CH:9]=[CH:10][C:11]=3[O:13][C:14]3[CH:19]=[CH:18][C:17]([NH:20]C(=O)C)=[CH:16][C:15]=3[F:24])[N:6](S(C3C=CC(C)=CC=3)(=O)=O)[CH:5]=2)[CH2:3][CH2:2]1.[OH-].[Na+], predict the reaction product. The product is: [CH:1]1([C:4]2[C:12]3[C:7](=[N:8][CH:9]=[CH:10][C:11]=3[O:13][C:14]3[CH:19]=[CH:18][C:17]([NH2:20])=[CH:16][C:15]=3[F:24])[NH:6][CH:5]=2)[CH2:3][CH2:2]1.